Dataset: NCI-60 drug combinations with 297,098 pairs across 59 cell lines. Task: Regression. Given two drug SMILES strings and cell line genomic features, predict the synergy score measuring deviation from expected non-interaction effect. (1) Drug 1: C1CN1P(=S)(N2CC2)N3CC3. Drug 2: C1=NC2=C(N1)C(=S)N=CN2. Cell line: BT-549. Synergy scores: CSS=38.1, Synergy_ZIP=-12.7, Synergy_Bliss=-4.24, Synergy_Loewe=-7.15, Synergy_HSA=-0.360. (2) Drug 1: C1C(C(OC1N2C=NC3=C(N=C(N=C32)Cl)N)CO)O. Drug 2: C1=CC=C(C(=C1)C(C2=CC=C(C=C2)Cl)C(Cl)Cl)Cl. Cell line: MOLT-4. Synergy scores: CSS=65.2, Synergy_ZIP=0.0760, Synergy_Bliss=-1.76, Synergy_Loewe=-28.8, Synergy_HSA=-3.09. (3) Drug 1: CC12CCC3C(C1CCC2=O)CC(=C)C4=CC(=O)C=CC34C. Drug 2: C1CC(C1)(C(=O)O)C(=O)O.[NH2-].[NH2-].[Pt+2]. Cell line: KM12. Synergy scores: CSS=53.1, Synergy_ZIP=-2.52, Synergy_Bliss=-1.49, Synergy_Loewe=-6.74, Synergy_HSA=0.308.